From a dataset of Reaction yield outcomes from USPTO patents with 853,638 reactions. Predict the reaction yield, written as a fraction of the theoretical maximum amount of product (1.0 means a 100% yield; for example, 0.34 means a 34% yield). (1) The reactants are [C:1]1([NH:7][CH2:8][C:9]2[CH:14]=[CH:13][C:12]([CH2:15][C:16](Cl)=[N:17][OH:18])=[CH:11][CH:10]=2)[CH:6]=[CH:5][CH:4]=[CH:3][CH:2]=1.[C:20]([C:22]1[C:23]([NH2:29])=[N:24][C:25]([NH2:28])=[CH:26][CH:27]=1)#[CH:21].C(N(CC)CC)C. The catalyst is O1CCCC1. The product is [C:1]1([NH:7][CH2:8][C:9]2[CH:14]=[CH:13][C:12]([CH2:15][C:16]3[CH:21]=[C:20]([C:22]4[C:23]([NH2:29])=[N:24][C:25]([NH2:28])=[CH:26][CH:27]=4)[O:18][N:17]=3)=[CH:11][CH:10]=2)[CH:6]=[CH:5][CH:4]=[CH:3][CH:2]=1. The yield is 0.130. (2) The product is [OH:16][CH:17]([C:19]1[CH:24]=[CH:23][C:22]([N:25]2[C:30](=[O:31])[C:29]([CH2:32][C:33]3[CH:34]=[CH:35][C:36]([C:39]4[CH:44]=[CH:43][CH:42]=[CH:41][C:40]=4[C:45]4[NH:46][C:4](=[O:7])[O:5][N:3]=4)=[CH:37][CH:38]=3)=[C:28]([CH2:47][CH2:48][CH3:49])[N:27]3[N:50]=[CH:51][N:52]=[C:26]23)=[CH:21][CH:20]=1)[CH3:18]. The catalyst is CS(C)=O. The reactants are [Cl-].O[NH3+:3].[C:4](=[O:7])([O-])[OH:5].[Na+].[Si]([O:16][CH:17]([C:19]1[CH:24]=[CH:23][C:22]([N:25]2[C:30](=[O:31])[C:29]([CH2:32][C:33]3[CH:38]=[CH:37][C:36]([C:39]4[C:40]([C:45]#[N:46])=[CH:41][CH:42]=[CH:43][CH:44]=4)=[CH:35][CH:34]=3)=[C:28]([CH2:47][CH2:48][CH3:49])[N:27]3[N:50]=[CH:51][N:52]=[C:26]23)=[CH:21][CH:20]=1)[CH3:18])(C(C)(C)C)(C)C. The yield is 0.440. (3) The reactants are C(OC(=O)[N:7]([CH2:24][C:25]1[CH:30]=[CH:29][C:28]([F:31])=[CH:27][CH:26]=1)[C:8]1[S:9][C:10]([C:13]([C:15]2[C:23]3[C:18](=[N:19][CH:20]=[CH:21][CH:22]=3)[NH:17][CH:16]=2)=[O:14])=[CH:11][N:12]=1)(C)(C)C.Cl.C(=O)(O)[O-].[Na+]. The catalyst is ClCCl. The product is [F:31][C:28]1[CH:29]=[CH:30][C:25]([CH2:24][NH:7][C:8]2[S:9][C:10]([C:13]([C:15]3[C:23]4[C:18](=[N:19][CH:20]=[CH:21][CH:22]=4)[NH:17][CH:16]=3)=[O:14])=[CH:11][N:12]=2)=[CH:26][CH:27]=1. The yield is 0.100. (4) The reactants are [CH3:1][C:2]1[O:6][N:5]=[C:4]([C:7]2[CH:12]=[CH:11][CH:10]=[CH:9][CH:8]=2)[C:3]=1[CH2:13][O:14][C:15]1[CH:23]=[CH:22][C:18]([C:19]([OH:21])=O)=[CH:17][N:16]=1.[NH2:24][C@H:25]([CH2:28][CH3:29])[CH2:26][OH:27]. No catalyst specified. The product is [OH:27][CH2:26][C@H:25]([NH:24][C:19](=[O:21])[C:18]1[CH:22]=[CH:23][C:15]([O:14][CH2:13][C:3]2[C:4]([C:7]3[CH:8]=[CH:9][CH:10]=[CH:11][CH:12]=3)=[N:5][O:6][C:2]=2[CH3:1])=[N:16][CH:17]=1)[CH2:28][CH3:29]. The yield is 0.850. (5) The reactants are [CH:1]1[CH:2]=[CH:3][C:4]2[NH:15][C:14]3[CH:13]=[CH:12][CH:11]=[CH:10][C:9]=3[CH:8]=[CH:7][C:5]=2[CH:6]=1.[C:16](OC(=O)C)(=[O:18])[CH3:17]. The catalyst is C(O)(=O)C.O. The product is [C:16]([N:15]=[C:14]1[CH:13]=[CH:12][CH:11]=[CH:10][CH:9]1[CH:8]=[CH:7][C:5]1[CH:4]=[CH:3][CH:2]=[CH:1][CH:6]=1)(=[O:18])[CH3:17]. The yield is 0.790. (6) The yield is 0.310. The product is [Br:1][C:2]1[CH:7]=[CH:6][C:5]([NH:8][C:9]([C:11]2[C:12](=[O:28])[N:13]([CH:17]3[C:25]4[C:20](=[C:21]([OH:26])[CH:22]=[CH:23][CH:24]=4)[CH2:19][CH2:18]3)[CH:14]=[CH:15][CH:16]=2)=[O:10])=[CH:4][CH:3]=1. The reactants are [Br:1][C:2]1[CH:7]=[CH:6][C:5]([NH:8][C:9]([C:11]2[C:12](=[O:28])[N:13]([CH:17]3[C:25]4[C:20](=[C:21]([O:26]C)[CH:22]=[CH:23][CH:24]=4)[CH2:19][CH2:18]3)[CH:14]=[CH:15][CH:16]=2)=[O:10])=[CH:4][CH:3]=1.B(Br)(Br)Br. The catalyst is C([O-])(O)=O.[Na+].